The task is: Regression. Given two drug SMILES strings and cell line genomic features, predict the synergy score measuring deviation from expected non-interaction effect.. This data is from NCI-60 drug combinations with 297,098 pairs across 59 cell lines. (1) Drug 1: CN1C(=O)N2C=NC(=C2N=N1)C(=O)N. Drug 2: CS(=O)(=O)OCCCCOS(=O)(=O)C. Cell line: SNB-19. Synergy scores: CSS=5.15, Synergy_ZIP=-1.08, Synergy_Bliss=3.27, Synergy_Loewe=2.58, Synergy_HSA=3.05. (2) Drug 1: CC12CCC(CC1=CCC3C2CCC4(C3CC=C4C5=CN=CC=C5)C)O. Drug 2: CN(C)N=NC1=C(NC=N1)C(=O)N. Cell line: HL-60(TB). Synergy scores: CSS=25.3, Synergy_ZIP=21.1, Synergy_Bliss=23.7, Synergy_Loewe=15.4, Synergy_HSA=19.1. (3) Drug 1: CC1=C2C(C(=O)C3(C(CC4C(C3C(C(C2(C)C)(CC1OC(=O)C(C(C5=CC=CC=C5)NC(=O)C6=CC=CC=C6)O)O)OC(=O)C7=CC=CC=C7)(CO4)OC(=O)C)O)C)OC(=O)C. Drug 2: C1CN(P(=O)(OC1)NCCCl)CCCl. Cell line: OVCAR3. Synergy scores: CSS=68.7, Synergy_ZIP=21.8, Synergy_Bliss=13.8, Synergy_Loewe=-45.8, Synergy_HSA=12.8. (4) Drug 1: C1CC(=O)NC(=O)C1N2CC3=C(C2=O)C=CC=C3N. Drug 2: CC12CCC3C(C1CCC2=O)CC(=C)C4=CC(=O)C=CC34C. Cell line: HOP-62. Synergy scores: CSS=10.0, Synergy_ZIP=-1.28, Synergy_Bliss=-3.81, Synergy_Loewe=-23.3, Synergy_HSA=-1.81. (5) Drug 1: CC12CCC(CC1=CCC3C2CCC4(C3CC=C4C5=CN=CC=C5)C)O. Drug 2: CC(CN1CC(=O)NC(=O)C1)N2CC(=O)NC(=O)C2. Cell line: NCIH23. Synergy scores: CSS=14.9, Synergy_ZIP=-6.80, Synergy_Bliss=-0.168, Synergy_Loewe=-2.20, Synergy_HSA=-0.171. (6) Drug 1: C#CCC(CC1=CN=C2C(=N1)C(=NC(=N2)N)N)C3=CC=C(C=C3)C(=O)NC(CCC(=O)O)C(=O)O. Drug 2: C1CCC(C(C1)N)N.C(=O)(C(=O)[O-])[O-].[Pt+4]. Cell line: HS 578T. Synergy scores: CSS=9.70, Synergy_ZIP=-2.44, Synergy_Bliss=1.04, Synergy_Loewe=1.36, Synergy_HSA=1.12. (7) Drug 1: C1CCC(C1)C(CC#N)N2C=C(C=N2)C3=C4C=CNC4=NC=N3. Drug 2: CC1=C(C=C(C=C1)C(=O)NC2=CC(=CC(=C2)C(F)(F)F)N3C=C(N=C3)C)NC4=NC=CC(=N4)C5=CN=CC=C5. Cell line: 786-0. Synergy scores: CSS=2.27, Synergy_ZIP=1.08, Synergy_Bliss=2.28, Synergy_Loewe=0.141, Synergy_HSA=0.982.